Dataset: Forward reaction prediction with 1.9M reactions from USPTO patents (1976-2016). Task: Predict the product of the given reaction. (1) Given the reactants [H-].[Al+3].[Li+].[H-].[H-].[H-].[Cl-].[Al+3].[Cl-].[Cl-].[Cl:11][C:12]1[CH:13]=[C:14]([C:19]([OH:33])([CH2:23][O:24][C:25]2[CH:30]=[CH:29][C:28]([O:31][CH3:32])=[CH:27][CH:26]=2)[CH2:20][C:21]#[N:22])[CH:15]=[CH:16][C:17]=1[Cl:18], predict the reaction product. The product is: [NH2:22][CH2:21][CH2:20][C:19]([C:14]1[CH:15]=[CH:16][C:17]([Cl:18])=[C:12]([Cl:11])[CH:13]=1)([OH:33])[CH2:23][O:24][C:25]1[CH:30]=[CH:29][C:28]([O:31][CH3:32])=[CH:27][CH:26]=1. (2) Given the reactants [CH3:1][O:2][C:3]1[CH:4]=[C:5]([CH:8]=[C:9]([O:13][CH3:14])[C:10]=1[O:11][CH3:12])[CH2:6][Cl:7].[Zn:15].NC1C=CC(I)=CC=1C#N, predict the reaction product. The product is: [Cl-:7].[CH3:1][O:2][C:3]1[CH:4]=[C:5]([CH:8]=[C:9]([O:13][CH3:14])[C:10]=1[O:11][CH3:12])[CH2:6][Zn+:15]. (3) Given the reactants [C:1]([O:5][C:6]([N:8]1[CH2:12][C@@H:11]([NH:13][C:14]2[CH:19]=[CH:18][C:17]([C:20]#[N:21])=[CH:16][N:15]=2)[CH2:10][C@H:9]1[C:22]([N:24]1[CH2:28][CH2:27][S:26][CH2:25]1)=[O:23])=[O:7])([CH3:4])([CH3:3])[CH3:2].CC(C)([O-])C.[K+].[CH2:35](Br)[C:36]1[CH:41]=[CH:40][CH:39]=[CH:38][CH:37]=1.C(O)(=O)CC(CC(O)=O)(C(O)=O)O, predict the reaction product. The product is: [CH2:35]([N:13]([C@@H:11]1[CH2:12][N:8]([C:6]([O:5][C:1]([CH3:4])([CH3:2])[CH3:3])=[O:7])[C@H:9]([C:22]([N:24]2[CH2:28][CH2:27][S:26][CH2:25]2)=[O:23])[CH2:10]1)[C:14]1[CH:19]=[CH:18][C:17]([C:20]#[N:21])=[CH:16][N:15]=1)[C:36]1[CH:41]=[CH:40][CH:39]=[CH:38][CH:37]=1. (4) Given the reactants [CH2:1]([C:4]1[C:13]2[O:12][C:11](=[O:14])[N:10]([CH3:15])[CH2:9][C:8]=2[CH:7]=[CH:6][C:5]=1[OH:16])[CH:2]=[CH2:3].[C:17](=O)([O-])[O-].[K+].[K+].CI.O, predict the reaction product. The product is: [CH2:1]([C:4]1[C:13]2[O:12][C:11](=[O:14])[N:10]([CH3:15])[CH2:9][C:8]=2[CH:7]=[CH:6][C:5]=1[O:16][CH3:17])[CH:2]=[CH2:3]. (5) The product is: [C:3]([C:6]1[CH:35]=[CH:34][C:9]([O:10][CH2:11][C:12]2[CH:17]=[CH:16][C:15]([CH:18]([O:27][CH:28]3[CH2:33][CH2:32][CH2:31][CH2:30][O:29]3)[C:19]3[CH:20]=[C:21]([C:22]4[NH:40][C:47](=[O:48])[O:49][N:23]=4)[CH:24]=[CH:25][CH:26]=3)=[CH:14][CH:13]=2)=[C:8]([CH2:36][CH2:37][CH3:38])[C:7]=1[OH:39])(=[O:5])[CH3:4]. Given the reactants NO.[C:3]([C:6]1[CH:35]=[CH:34][C:9]([O:10][CH2:11][C:12]2[CH:17]=[CH:16][C:15]([CH:18]([O:27][CH:28]3[CH2:33][CH2:32][CH2:31][CH2:30][O:29]3)[C:19]3[CH:20]=[C:21]([CH:24]=[CH:25][CH:26]=3)[C:22]#[N:23])=[CH:14][CH:13]=2)=[C:8]([CH2:36][CH2:37][CH3:38])[C:7]=1[OH:39])(=[O:5])[CH3:4].[N:40]1C=CC=CC=1.Cl[C:47]([O:49]CC(CC)CCCC)=[O:48], predict the reaction product. (6) The product is: [CH:24]([C:27]1[N:31]=[C:30]([CH:32]2[CH2:37][CH2:36][CH2:35][N:34]([C:2]3[N:7]=[C:6]([CH3:8])[C:5]([CH:9]([CH2:14][CH2:15][CH3:16])[C:10]([O:12][CH3:13])=[O:11])=[C:4]([C:17]4[CH:22]=[CH:21][C:20]([CH3:23])=[CH:19][CH:18]=4)[N:3]=3)[CH2:33]2)[O:29][N:28]=1)([CH3:26])[CH3:25]. Given the reactants Cl[C:2]1[N:7]=[C:6]([CH3:8])[C:5]([CH:9]([CH2:14][CH2:15][CH3:16])[C:10]([O:12][CH3:13])=[O:11])=[C:4]([C:17]2[CH:22]=[CH:21][C:20]([CH3:23])=[CH:19][CH:18]=2)[N:3]=1.[CH:24]([C:27]1[N:31]=[C:30]([CH:32]2[CH2:37][CH2:36][CH2:35][NH:34][CH2:33]2)[O:29][N:28]=1)([CH3:26])[CH3:25].C(N(CC)CC)C, predict the reaction product. (7) Given the reactants Cl[C:2]1[C:7]2[N:8]([CH2:20][C:21]3[CH:26]=[CH:25][C:24]([C:27]([F:30])([F:29])[F:28])=[CH:23][CH:22]=3)[C:9]([N:11]3[CH2:16][CH2:15][O:14][C@@H:13]4[CH2:17][CH2:18][CH2:19][C@@H:12]34)=[N:10][C:6]=2[CH:5]=[C:4]([Cl:31])[N:3]=1.[Cl:32][C:33]1[CH:34]=[C:35](B(O)O)[CH:36]=[N:37][CH:38]=1.C(=O)([O-])[O-].[Cs+].[Cs+], predict the reaction product. The product is: [Cl:31][C:4]1[N:3]=[C:2]([C:35]2[CH:36]=[N:37][CH:38]=[C:33]([Cl:32])[CH:34]=2)[C:7]2[N:8]([CH2:20][C:21]3[CH:22]=[CH:23][C:24]([C:27]([F:29])([F:28])[F:30])=[CH:25][CH:26]=3)[C:9]([N:11]3[CH2:16][CH2:15][O:14][C@@H:13]4[CH2:17][CH2:18][CH2:19][C@@H:12]34)=[N:10][C:6]=2[CH:5]=1.